Dataset: Full USPTO retrosynthesis dataset with 1.9M reactions from patents (1976-2016). Task: Predict the reactants needed to synthesize the given product. (1) Given the product [NH2:15][C:7]1[N:6]=[C:5]([C:8](=[N:11][OH:12])[NH2:9])[CH:4]=[N:3][CH:2]=1, predict the reactants needed to synthesize it. The reactants are: N[C:2]1[CH:7]=[N:6][C:5]([C:8]#[N:9])=[CH:4][N:3]=1.Cl.[NH2:11][OH:12].C([N:15](CC)CC)C. (2) Given the product [N:1]1[S:2][N:3]=[C:4]2[CH:9]=[C:8]([NH:10][C:11]3[N:19]=[CH:18][CH:17]=[CH:16][C:12]=3[C:13]([O:15][CH2:21][C:20]#[N:22])=[O:14])[CH:7]=[CH:6][C:5]=12, predict the reactants needed to synthesize it. The reactants are: [N:1]1[S:2][N:3]=[C:4]2[CH:9]=[C:8]([NH:10][C:11]3[N:19]=[CH:18][CH:17]=[CH:16][C:12]=3[C:13]([OH:15])=[O:14])[CH:7]=[CH:6][C:5]=12.[CH2:20]([N:22](CC)CC)[CH3:21].ClCC#N. (3) Given the product [CH3:19][O:20][C:21]1[N:26]=[CH:25][C:24]([C:27]2[C:32]([CH3:33])=[CH:31][CH:30]=[C:29]([NH:34][C:12]([C:9]3([C:5]4[CH:6]=[CH:7][CH:8]=[C:3]([O:2][CH3:1])[CH:4]=4)[CH2:10][CH2:11]3)=[O:14])[N:28]=2)=[CH:23][C:22]=1[CH3:35], predict the reactants needed to synthesize it. The reactants are: [CH3:1][O:2][C:3]1[CH:4]=[C:5]([C:9]2([C:12]([OH:14])=O)[CH2:11][CH2:10]2)[CH:6]=[CH:7][CH:8]=1.S(Cl)(Cl)=O.[CH3:19][O:20][C:21]1[N:26]=[CH:25][C:24]([C:27]2[C:32]([CH3:33])=[CH:31][CH:30]=[C:29]([NH2:34])[N:28]=2)=[CH:23][C:22]=1[CH3:35].C(N(CC)CC)C.